Dataset: Peptide-MHC class II binding affinity with 134,281 pairs from IEDB. Task: Regression. Given a peptide amino acid sequence and an MHC pseudo amino acid sequence, predict their binding affinity value. This is MHC class II binding data. (1) The peptide sequence is EYIRIDAKVVPKSKIDTKIQ. The MHC is DRB1_0701 with pseudo-sequence DRB1_0701. The binding affinity (normalized) is 0.770. (2) The peptide sequence is EGKYFAATQFEPLAA. The MHC is DRB1_1602 with pseudo-sequence DRB1_1602. The binding affinity (normalized) is 0.531. (3) The peptide sequence is DAFIAALTEALRVIA. The MHC is DRB1_0901 with pseudo-sequence DRB1_0901. The binding affinity (normalized) is 0.823. (4) The MHC is DRB1_1101 with pseudo-sequence DRB1_1101. The binding affinity (normalized) is 0. The peptide sequence is NSGGGVEGIGLQYLG. (5) The peptide sequence is SGSEAYQGVQQKWDA. The MHC is DRB1_0401 with pseudo-sequence DRB1_0401. The binding affinity (normalized) is 0.0589. (6) The peptide sequence is INKWQVVAPQLPADL. The MHC is HLA-DPA10103-DPB10301 with pseudo-sequence HLA-DPA10103-DPB10301. The binding affinity (normalized) is 0.121. (7) The peptide sequence is EPGHLAPTGMFVAGA. The MHC is HLA-DPA10103-DPB10201 with pseudo-sequence HLA-DPA10103-DPB10201. The binding affinity (normalized) is 0.260. (8) The peptide sequence is MTLKGTSYKICTDKM. The MHC is DRB1_0901 with pseudo-sequence DRB1_0901. The binding affinity (normalized) is 0.600. (9) The peptide sequence is VPFNVAQAYCIGKLK. The MHC is DRB1_0101 with pseudo-sequence DRB1_0101. The binding affinity (normalized) is 0.967. (10) The peptide sequence is AFILDGDNLFPPV. The MHC is DRB3_0101 with pseudo-sequence DRB3_0101. The binding affinity (normalized) is 0.961.